Dataset: Reaction yield outcomes from USPTO patents with 853,638 reactions. Task: Predict the reaction yield, written as a fraction of the theoretical maximum amount of product (1.0 means a 100% yield; for example, 0.34 means a 34% yield). (1) The reactants are [Si:1]([O:8][CH2:9][CH2:10][N:11]([C:29]1[CH:38]=[CH:37][C:32]([C:33]([O:35]C)=[O:34])=[CH:31][C:30]=1[Cl:39])[C:12]([C:14]1[S:28][C:17]2[C:18]3[C:26]([CH3:27])=[CH:25][CH:24]=[CH:23][C:19]=3[O:20][CH2:21][CH2:22][C:16]=2[CH:15]=1)=[O:13])([C:4]([CH3:7])([CH3:6])[CH3:5])([CH3:3])[CH3:2].O1CCCC1.O.O.[OH-].[Li+]. No catalyst specified. The product is [Si:1]([O:8][CH2:9][CH2:10][N:11]([C:29]1[CH:38]=[CH:37][C:32]([C:33]([OH:35])=[O:34])=[CH:31][C:30]=1[Cl:39])[C:12]([C:14]1[S:28][C:17]2[C:18]3[C:26]([CH3:27])=[CH:25][CH:24]=[CH:23][C:19]=3[O:20][CH2:21][CH2:22][C:16]=2[CH:15]=1)=[O:13])([C:4]([CH3:7])([CH3:5])[CH3:6])([CH3:2])[CH3:3]. The yield is 0.600. (2) The reactants are C[O:2][C:3]1[CH:4]=[C:5]([CH:14]=[CH:15][C:16]2[C:21]([F:22])=[CH:20][C:19]([F:23])=[CH:18][C:17]=2[F:24])[CH:6]=[C:7]([O:12]C)[C:8]=1CCC.Cl.N1C=C[CH:29]=[CH:28][CH:27]=1. No catalyst specified. The product is [CH:28]([C:8]1[C:3]([OH:2])=[CH:4][C:5]([CH:14]=[CH:15][C:16]2[C:21]([F:22])=[CH:20][C:19]([F:23])=[CH:18][C:17]=2[F:24])=[CH:6][C:7]=1[OH:12])([CH3:29])[CH3:27]. The yield is 0.140. (3) The reactants are [Br:1][C:2]1[C:10]2[C:5](=[CH:6][CH:7]=[C:8]([N+:11]([O-])=O)[CH:9]=2)[N:4]([CH2:14][CH2:15][N:16]2[CH2:20][CH2:19][CH2:18][CH2:17]2)[N:3]=1.[Cl-].[NH4+]. The yield is 0.700. The product is [Br:1][C:2]1[C:10]2[C:5](=[CH:6][CH:7]=[C:8]([NH2:11])[CH:9]=2)[N:4]([CH2:14][CH2:15][N:16]2[CH2:20][CH2:19][CH2:18][CH2:17]2)[N:3]=1. The catalyst is C(O)C.[Fe]. (4) The reactants are [CH3:1][O:2][C:3]([C:5]1[O:6][C:7]([C:9]2[C:14]([C:15]=1[C:16]1[CH:21]=[CH:20][CH:19]=[CH:18][CH:17]=1)=[CH:13][C:12]([Br:22])=[CH:11][CH:10]=2)=O)=[O:4].[C:23]([O:27][C:28]([N:30]1[CH2:35][CH2:34][CH2:33][CH2:32][CH:31]1[CH2:36][NH2:37])=[O:29])([CH3:26])([CH3:25])[CH3:24]. The catalyst is CO. The product is [CH3:1][O:2][C:3]([C:5]1[N:37]([CH2:36][CH:31]2[CH2:32][CH2:33][CH2:34][CH2:35][N:30]2[C:28]([O:27][C:23]([CH3:26])([CH3:25])[CH3:24])=[O:29])[C:7](=[O:6])[C:9]2[C:14]([C:15]=1[C:16]1[CH:21]=[CH:20][CH:19]=[CH:18][CH:17]=1)=[CH:13][C:12]([Br:22])=[CH:11][CH:10]=2)=[O:4]. The yield is 0.120.